From a dataset of Full USPTO retrosynthesis dataset with 1.9M reactions from patents (1976-2016). Predict the reactants needed to synthesize the given product. (1) Given the product [C:1]1([C:7]2[CH:12]=[CH:11][C:10]([C:13]3[CH:14]=[C:15]([CH3:20])[CH:16]=[CH:17][CH:18]=3)=[CH:9][N:8]=2)[CH:2]=[CH:3][CH:4]=[CH:5][CH:6]=1, predict the reactants needed to synthesize it. The reactants are: [C:1]1([C:7]2[CH:12]=[CH:11][C:10]([C:13]3[CH:18]=[CH:17][CH:16]=[CH:15][C:14]=3C)=[CH:9][N:8]=2)[CH:6]=[CH:5][CH:4]=[CH:3][CH:2]=1.[CH3:20]O. (2) Given the product [NH2:22][C:4]1[CH:3]=[C:2]([CH3:1])[CH:7]=[CH:6][C:5]=1[S:8]([NH:11][C:12]1[CH:13]=[CH:14][CH:15]=[C:16]2[C:21]=1[N:20]=[CH:19][CH:18]=[CH:17]2)(=[O:10])=[O:9], predict the reactants needed to synthesize it. The reactants are: [CH3:1][C:2]1[CH:7]=[CH:6][C:5]([S:8]([NH:11][C:12]2[CH:13]=[CH:14][CH:15]=[C:16]3[C:21]=2[N:20]=[CH:19][CH:18]=[CH:17]3)(=[O:10])=[O:9])=[C:4]([N+:22]([O-])=O)[CH:3]=1.Cl[Sn]Cl. (3) Given the product [CH3:30][S:31]([N:1]1[CH:5]=[CH:4][C:3]([C@@H:6]([NH:9][C:10]([C:12]2[C:13]3[CH:20]=[N:19][N:18]([C:21]4[CH:22]=[CH:23][C:24]([F:27])=[CH:25][CH:26]=4)[C:14]=3[CH:15]=[N:16][CH:17]=2)=[O:11])[CH2:7][CH3:8])=[N:2]1)(=[O:33])=[O:32], predict the reactants needed to synthesize it. The reactants are: [NH:1]1[CH:5]=[CH:4][C:3]([C@@H:6]([NH:9][C:10]([C:12]2[C:13]3[CH:20]=[N:19][N:18]([C:21]4[CH:26]=[CH:25][C:24]([F:27])=[CH:23][CH:22]=4)[C:14]=3[CH:15]=[N:16][CH:17]=2)=[O:11])[CH2:7][CH3:8])=[N:2]1.[H-].[Na+].[CH3:30][S:31](Cl)(=[O:33])=[O:32]. (4) Given the product [CH2:19]([NH:26][C:10]([C@@H:9]1[CH2:13][C@@H:14]([O:16][CH2:17][CH3:18])[CH2:15][N:8]1[C:6]([O:5][C:1]([CH3:2])([CH3:3])[CH3:4])=[O:7])=[O:12])[C:20]1[CH:25]=[CH:24][CH:23]=[CH:22][CH:21]=1, predict the reactants needed to synthesize it. The reactants are: [C:1]([O:5][C:6]([N:8]1[CH2:15][C@H:14]([O:16][CH2:17][CH3:18])[CH2:13][C@H:9]1[C:10]([OH:12])=O)=[O:7])([CH3:4])([CH3:3])[CH3:2].[CH2:19]([NH2:26])[C:20]1[CH:25]=[CH:24][CH:23]=[CH:22][CH:21]=1.ON1C2C=CC=CC=2N=N1.Cl.C(N=C=NCCCN(C)C)C. (5) Given the product [O:16]1[CH:17]=[CH:18][N:19]=[C:15]1[C:12]1[CH:13]=[CH:14][C:9]([O:8][C:7]2[CH:20]=[CH:21][C:4]([NH2:1])=[CH:5][CH:6]=2)=[CH:10][CH:11]=1, predict the reactants needed to synthesize it. The reactants are: [N+:1]([C:4]1[CH:21]=[CH:20][C:7]([O:8][C:9]2[CH:14]=[CH:13][C:12]([C:15]3[O:16][CH:17]=[CH:18][N:19]=3)=[CH:11][CH:10]=2)=[CH:6][CH:5]=1)([O-])=O. (6) Given the product [ClH:29].[CH2:22]([O:21][C:18]1[CH:19]=[CH:20][C:15]([O:14][CH2:13][C@H:9]2[CH2:10][CH2:11][CH2:12][NH:8]2)=[CH:16][CH:17]=1)[C:23]1[CH:24]=[CH:25][CH:26]=[CH:27][CH:28]=1, predict the reactants needed to synthesize it. The reactants are: C(OC([N:8]1[CH2:12][CH2:11][CH2:10][C@@H:9]1[CH2:13][O:14][C:15]1[CH:20]=[CH:19][C:18]([O:21][CH2:22][C:23]2[CH:28]=[CH:27][CH:26]=[CH:25][CH:24]=2)=[CH:17][CH:16]=1)=O)(C)(C)C.[ClH:29]. (7) Given the product [CH2:7]([S:9]([C:10]1[C:11]2[N:12]([CH:19]=[C:20]([C:22]3[CH:23]=[N:24][C:25]([O:28][CH3:29])=[CH:26][CH:27]=3)[CH:21]=2)[N:13]=[CH:14][C:15]=1[C:16]([NH2:18])=[O:17])=[O:1])[CH3:8], predict the reactants needed to synthesize it. The reactants are: [OH:1]OS([O-])=O.[K+].[CH2:7]([S:9][C:10]1[C:11]2[N:12]([CH:19]=[C:20]([C:22]3[CH:23]=[N:24][C:25]([O:28][CH3:29])=[CH:26][CH:27]=3)[CH:21]=2)[N:13]=[CH:14][C:15]=1[C:16]([NH2:18])=[O:17])[CH3:8]. (8) The reactants are: Br[CH2:2][CH2:3][CH2:4][O:5][C:6]1[CH:11]=[CH:10][C:9]([C:12]2[C:13]3[CH:20]=[CH:19][CH:18]=[CH:17][C:14]=3[S:15][CH:16]=2)=[CH:8][CH:7]=1.C(=O)([O-])[O-].[K+].[NH2:26][CH:27]1[C:35]2[C:30](=[CH:31][CH:32]=[CH:33][CH:34]=2)[CH2:29][CH2:28]1.[K+].C(#N)C.CO. Given the product [S:15]1[CH:16]=[C:12]([C:9]2[CH:10]=[CH:11][C:6]([O:5][CH2:4][CH2:3][CH2:2][NH:26][CH:27]3[C:35]4[C:30](=[CH:31][CH:32]=[CH:33][CH:34]=4)[CH2:29][CH2:28]3)=[CH:7][CH:8]=2)[C:13]2[CH:20]=[CH:19][CH:18]=[CH:17][C:14]1=2, predict the reactants needed to synthesize it. (9) Given the product [CH3:1][O:2][C:3]1[N:8]=[C:7]([CH3:9])[C:6]([B:16]([OH:21])[OH:17])=[CH:5][CH:4]=1, predict the reactants needed to synthesize it. The reactants are: [CH3:1][O:2][C:3]1[N:8]=[C:7]([CH3:9])[C:6](Br)=[CH:5][CH:4]=1.C([Li])CCC.[B:16](OC(C)C)([O:21]C(C)C)[O:17]C(C)C.C(O)(=O)C. (10) Given the product [Cl:1][C:2]1[C:6]([Cl:7])=[C:5]([CH3:8])[NH:4][C:3]=1[C:9]([NH:11][C@@H:12]1[CH2:17][CH2:16][N:15]([C:18]2[S:19][C:20]([C:29]([OH:31])=[O:30])=[C:21]([C:23]3[N:27]([CH3:28])[N:26]=[CH:25][N:24]=3)[N:22]=2)[CH2:14][C@@H:13]1[O:33][CH2:34][CH:35]=[CH2:36])=[O:10], predict the reactants needed to synthesize it. The reactants are: [Cl:1][C:2]1[C:6]([Cl:7])=[C:5]([CH3:8])[NH:4][C:3]=1[C:9]([NH:11][C@@H:12]1[CH2:17][CH2:16][N:15]([C:18]2[S:19][C:20]([C:29]([O:31]C)=[O:30])=[C:21]([C:23]3[N:27]([CH3:28])[N:26]=[CH:25][N:24]=3)[N:22]=2)[CH2:14][C@@H:13]1[O:33][CH2:34][CH:35]=[CH2:36])=[O:10].[OH-].[Na+].